Dataset: Catalyst prediction with 721,799 reactions and 888 catalyst types from USPTO. Task: Predict which catalyst facilitates the given reaction. (1) Reactant: [Cl:1][CH:2]([Cl:35])[C:3]([N:5]([CH2:25][CH2:26][P:27](=[O:34])([O:31]CC)[O:28]CC)[C:6]1[CH:11]=[CH:10][CH:9]=[C:8]([C:12]2[O:16][N:15]=[C:14]([C:17]3[C:22]([Cl:23])=[CH:21][CH:20]=[CH:19][C:18]=3[Cl:24])[CH:13]=2)[CH:7]=1)=[O:4].Br[Si](C)(C)C. Product: [Cl:35][CH:2]([Cl:1])[C:3]([N:5]([CH2:25][CH2:26][P:27](=[O:28])([OH:34])[OH:31])[C:6]1[CH:11]=[CH:10][CH:9]=[C:8]([C:12]2[O:16][N:15]=[C:14]([C:17]3[C:18]([Cl:24])=[CH:19][CH:20]=[CH:21][C:22]=3[Cl:23])[CH:13]=2)[CH:7]=1)=[O:4]. The catalyst class is: 2. (2) Product: [C:7]1([C:4]2[N:3]=[C:2]([N:23]3[CH2:22][CH2:21][N:20]([C:18]([O:17][C:13]([CH3:16])([CH3:15])[CH3:14])=[O:19])[CH2:25][CH2:24]3)[S:6][N:5]=2)[CH:12]=[CH:11][CH:10]=[CH:9][CH:8]=1. Reactant: Cl[C:2]1[S:6][N:5]=[C:4]([C:7]2[CH:12]=[CH:11][CH:10]=[CH:9][CH:8]=2)[N:3]=1.[C:13]([O:17][C:18]([N:20]1[CH2:25][CH2:24][NH:23][CH2:22][CH2:21]1)=[O:19])([CH3:16])([CH3:15])[CH3:14].C(N(CC)CC)C.O. The catalyst class is: 9. (3) Reactant: [NH2:1][CH2:2][C:3]1[CH:11]=[CH:10][C:6]([C:7]([OH:9])=[O:8])=[CH:5][CH:4]=1.N1C=CC=CC=1.[C:18](Cl)(=[O:21])[CH:19]=[CH2:20].C(Cl)(Cl)Cl.CO. Product: [C:18]([NH:1][CH2:2][C:3]1[CH:4]=[CH:5][C:6]([C:7]([OH:9])=[O:8])=[CH:10][CH:11]=1)(=[O:21])[CH:19]=[CH2:20]. The catalyst class is: 18. (4) Reactant: [C:1]([O:5][C:6](=[O:26])[NH:7][CH2:8][CH2:9][CH2:10][CH2:11][CH2:12][CH2:13][NH:14][C:15](=[O:25])[C:16]1[CH:21]=[CH:20][C:19]([N+:22]([O-])=O)=[CH:18][CH:17]=1)([CH3:4])([CH3:3])[CH3:2].C([O-])=O.[NH4+]. Product: [C:1]([O:5][C:6](=[O:26])[NH:7][CH2:8][CH2:9][CH2:10][CH2:11][CH2:12][CH2:13][NH:14][C:15](=[O:25])[C:16]1[CH:21]=[CH:20][C:19]([NH2:22])=[CH:18][CH:17]=1)([CH3:4])([CH3:2])[CH3:3]. The catalyst class is: 50. (5) Reactant: O[C@@H:2]1[C@H:6]([CH2:7]/[CH:8]=[CH:9]\[CH2:10][CH2:11][CH2:12][C:13]([OH:15])=[O:14])[C@@H:5](/[CH:16]=[CH:17]/[C@@H:18]([O:31][Si:32]([CH2:37][CH3:38])([CH2:35][CH3:36])[CH2:33][CH3:34])[CH2:19][O:20][C:21]2[CH:26]=[CH:25][CH:24]=[C:23]([C:27]([F:30])([F:29])[F:28])[CH:22]=2)[C@H:4]([O:39][Si:40]([CH2:45][CH3:46])([CH2:43][CH3:44])[CH2:41][CH3:42])[CH2:3]1.C(Cl)(=O)C1C=CC=CC=1. Product: [CH2:45]([Si:40]([CH2:41][CH3:42])([CH2:43][CH3:44])[O:39][C@@H:4]1[CH2:3][C@@H:2]2[O:14][C:13](=[O:15])[CH2:12][CH2:11][CH2:10][CH:9]=[CH:8][CH2:7][C@@H:6]2[C@H:5]1/[CH:16]=[CH:17]/[C@@H:18]([O:31][Si:32]([CH2:37][CH3:38])([CH2:35][CH3:36])[CH2:33][CH3:34])[CH2:19][O:20][C:21]1[CH:26]=[CH:25][CH:24]=[C:23]([C:27]([F:30])([F:29])[F:28])[CH:22]=1)[CH3:46]. The catalyst class is: 172.